Dataset: Forward reaction prediction with 1.9M reactions from USPTO patents (1976-2016). Task: Predict the product of the given reaction. (1) Given the reactants CC1C=CC=C(C)C=1C[N:5]1[C:13]2[C:8](=[CH:9][CH:10]=[C:11]([CH2:14][C:15]([OH:17])=[O:16])[CH:12]=2)[C:7]([CH3:18])=[CH:6]1.C(=O)([O-])[O-].[K+].[K+].[Cl:30][C:31]1[CH:38]=[CH:37][CH:36]=[C:35]([Cl:39])[C:32]=1[CH2:33]Cl.[OH-].[Na+], predict the reaction product. The product is: [Cl:30][C:31]1[CH:38]=[CH:37][CH:36]=[C:35]([Cl:39])[C:32]=1[CH2:33][N:5]1[C:13]2[C:8](=[CH:9][CH:10]=[C:11]([CH2:14][C:15]([OH:17])=[O:16])[CH:12]=2)[C:7]([CH3:18])=[CH:6]1. (2) Given the reactants Cl[C:2]1[N:7]=[C:6]([NH:8][C:9]2[CH:14]=[CH:13][CH:12]=[CH:11][C:10]=2[C:15](=[O:17])[CH3:16])[C:5]([Cl:18])=[CH:4][N:3]=1.[NH2:19][C:20]1[CH:32]=[CH:31][C:23]2[N:24]([CH3:30])[C:25](=[O:29])[CH2:26][CH2:27][CH2:28][C:22]=2[CH:21]=1.Cl, predict the reaction product. The product is: [C:15]([C:10]1[CH:11]=[CH:12][CH:13]=[CH:14][C:9]=1[NH:8][C:6]1[C:5]([Cl:18])=[CH:4][N:3]=[C:2]([NH:19][C:20]2[CH:32]=[CH:31][C:23]3[N:24]([CH3:30])[C:25](=[O:29])[CH2:26][CH2:27][CH2:28][C:22]=3[CH:21]=2)[N:7]=1)(=[O:17])[CH3:16]. (3) Given the reactants Br[C:2]1[CH:7]=[CH:6][C:5]([C:8]([N:10]2[CH2:15][CH2:14][N:13]([C:16]3[C:21]([CH3:22])=[CH:20][C:19]([CH2:23][CH3:24])=[CH:18][N:17]=3)[CH2:12][CH2:11]2)=[O:9])=[C:4]([N:25]2[CH2:29][CH2:28][CH2:27][S:26]2(=[O:31])=[O:30])[CH:3]=1.[O:32]1[CH2:36][CH:35]=[N:34][C:33]1=[O:37], predict the reaction product. The product is: [O:30]=[S:26]1(=[O:31])[CH2:27][CH2:28][CH2:29][N:25]1[C:4]1[CH:3]=[C:2]([N:34]2[CH2:35][CH2:36][O:32][C:33]2=[O:37])[CH:7]=[CH:6][C:5]=1[C:8]([N:10]1[CH2:15][CH2:14][N:13]([C:16]2[C:21]([CH3:22])=[CH:20][C:19]([CH2:23][CH3:24])=[CH:18][N:17]=2)[CH2:12][CH2:11]1)=[O:9]. (4) Given the reactants Cl[CH2:2][C:3]([C:5]1[CH:6]=[C:7]([OH:12])[C:8](=[CH:10][CH:11]=1)[OH:9])=[O:4].C([OH:15])C.C([O-])=O.[Na+], predict the reaction product. The product is: [OH:15][CH2:2][C:3]([C:5]1[CH:6]=[C:7]([OH:12])[C:8](=[CH:10][CH:11]=1)[OH:9])=[O:4]. (5) The product is: [CH:9]([C:8]1[CH:11]=[CH:12][C:13]([C:15]([F:18])([F:16])[F:17])=[CH:14][C:7]=1[N:4]1[CH2:5][CH2:6][C@@H:2]([NH:1][S:30]([CH3:29])(=[O:32])=[O:31])[CH2:3]1)=[O:10]. Given the reactants [NH2:1][C@@H:2]1[CH2:6][CH2:5][N:4]([C:7]2[CH:14]=[C:13]([C:15]([F:18])([F:17])[F:16])[CH:12]=[CH:11][C:8]=2[CH:9]=[O:10])[CH2:3]1.C(Cl)Cl.C(N(CC)CC)C.[CH3:29][S:30](Cl)(=[O:32])=[O:31], predict the reaction product. (6) The product is: [ClH:1].[Cl:8][C:4]1[CH:5]=[CH:6][CH:7]=[C:2]([Cl:1])[C:3]=1[C:9]1[C:14]2[O:15][C@@H:16]([CH2:19][NH2:20])[CH2:17][O:18][C:13]=2[CH:12]=[C:11]([F:31])[CH:10]=1. Given the reactants [Cl:1][C:2]1[CH:7]=[CH:6][CH:5]=[C:4]([Cl:8])[C:3]=1[C:9]1[C:14]2[O:15][C@@H:16]([CH2:19][N:20]3C(=O)C4C(=CC=CC=4)C3=O)[CH2:17][O:18][C:13]=2[CH:12]=[C:11]([F:31])[CH:10]=1.NN.Cl.CC(O)C, predict the reaction product.